Dataset: Catalyst prediction with 721,799 reactions and 888 catalyst types from USPTO. Task: Predict which catalyst facilitates the given reaction. (1) Reactant: B(Br)(Br)Br.C[N:6]([C:11](=[O:33])[C:12]1[CH:17]=[C:16]([Cl:18])[C:15]([O:19][C:20]2[CH:25]=[C:24]([CH:26]([CH3:28])[CH3:27])[C:23]([OH:29])=[C:22]([C:30]#[N:31])[CH:21]=2)=[C:14]([Cl:32])[CH:13]=1)[CH2:7][C:8]([OH:10])=[O:9]. Product: [Cl:18][C:16]1[CH:17]=[C:12]([CH:13]=[C:14]([Cl:32])[C:15]=1[O:19][C:20]1[CH:25]=[C:24]([CH:26]([CH3:28])[CH3:27])[C:23]([OH:29])=[C:22]([C:30]#[N:31])[CH:21]=1)[C:11]([NH:6][CH2:7][C:8]([OH:10])=[O:9])=[O:33]. The catalyst class is: 4. (2) Reactant: [F:1][C:2]([F:43])([F:42])[C:3]1[CH:8]=[CH:7][C:6]([C:9]([F:12])([F:11])[F:10])=[CH:5][C:4]=1[C:13]1[N:17]([CH2:18][C@H:19]2[CH2:23][CH2:22][CH2:21][O:20]2)[C:16]([CH3:24])=[C:15]([C:25]([NH:27][CH:28]2[CH:33]3[C:34]([CH3:36])([CH3:35])[C:30]([CH3:37])([CH2:31][CH2:32]3)[CH:29]2[O:38]C(=O)C)=[O:26])[CH:14]=1.C([O-])([O-])=O.[K+].[K+]. Product: [OH:38][CH:29]1[C:30]2([CH3:37])[C:34]([CH3:36])([CH3:35])[CH:33]([CH2:32][CH2:31]2)[CH:28]1[NH:27][C:25]([C:15]1[CH:14]=[C:13]([C:4]2[CH:5]=[C:6]([C:9]([F:10])([F:11])[F:12])[CH:7]=[CH:8][C:3]=2[C:2]([F:43])([F:1])[F:42])[N:17]([CH2:18][C@H:19]2[CH2:23][CH2:22][CH2:21][O:20]2)[C:16]=1[CH3:24])=[O:26]. The catalyst class is: 5. (3) Reactant: [C:1]([C:5]1[CH:14]=[CH:13][C:8]([C:9]([NH:11][NH2:12])=O)=[CH:7][CH:6]=1)([CH3:4])([CH3:3])[CH3:2].CO[CH:17](OC)[N:18]([CH3:20])C.[F:23][C:24]1[CH:31]=[CH:30][C:27](CN)=[CH:26][CH:25]=1.C(O)(=O)C. Product: [C:1]([C:5]1[CH:14]=[CH:13][C:8]([C:9]2[N:18]([CH2:17][C:27]3[CH:30]=[CH:31][C:24]([F:23])=[CH:25][CH:26]=3)[CH:20]=[N:12][N:11]=2)=[CH:7][CH:6]=1)([CH3:4])([CH3:3])[CH3:2]. The catalyst class is: 10. (4) Reactant: [NH2:1][C:2]1[CH:7]=[CH:6][N:5]=[CH:4][CH:3]=1.N1(C(N2C=CN=C2)=S)C=CN=[CH:9]1.[Cl:20][C:21]1[CH:26]=[CH:25][CH:24]=[C:23]([Cl:27])[C:22]=1[C:28]1[NH:29][C:30]2[CH:36]=[C:35]([C:37]([NH:39][NH2:40])=[O:38])[CH:34]=[CH:33][C:31]=2[N:32]=1.CCN=C=NCCCN(C)C. Product: [Cl:20][C:21]1[CH:26]=[CH:25][CH:24]=[C:23]([Cl:27])[C:22]=1[C:28]1[NH:29][C:30]2[CH:36]=[C:35]([C:37]3[O:38][C:9]([NH:1][C:2]4[CH:7]=[CH:6][N:5]=[CH:4][CH:3]=4)=[N:40][N:39]=3)[CH:34]=[CH:33][C:31]=2[N:32]=1. The catalyst class is: 18. (5) Reactant: [Mg].[CH3:2][C:3]([N:23]1[CH2:28][CH2:27][N:26](S(C2C=CC(C)=CC=2)(=O)=O)[CH2:25][CH2:24]1)([C:5]1[CH:10]=[CH:9][C:8]([O:11][CH2:12][C:13]2[CH:18]=[CH:17][C:16]([C:19]([F:22])([F:21])[F:20])=[CH:15][CH:14]=2)=[CH:7][CH:6]=1)[CH3:4]. Product: [CH3:4][C:3]([N:23]1[CH2:24][CH2:25][NH:26][CH2:27][CH2:28]1)([C:5]1[CH:10]=[CH:9][C:8]([O:11][CH2:12][C:13]2[CH:14]=[CH:15][C:16]([C:19]([F:20])([F:21])[F:22])=[CH:17][CH:18]=2)=[CH:7][CH:6]=1)[CH3:2]. The catalyst class is: 5.